This data is from Forward reaction prediction with 1.9M reactions from USPTO patents (1976-2016). The task is: Predict the product of the given reaction. (1) Given the reactants [CH:1]1([C:6]([C:8]2[O:9][C:10]3[CH:17]=[CH:16][C:15]([F:18])=[CH:14][C:11]=3[C:12]=2[CH3:13])=O)[CH2:5][CH2:4][CH2:3][CH2:2]1.[NH2:19][C:20]1[CH:29]=[CH:28][C:23]([C:24]([O:26][CH3:27])=[O:25])=[CH:22][CH:21]=1.C(=O)([O-])O.[Na+].C([BH3-])#N.[Na+], predict the reaction product. The product is: [CH:1]1(/[C:6](=[N:19]\[C:20]2[CH:21]=[CH:22][C:23]([C:24]([O:26][CH3:27])=[O:25])=[CH:28][CH:29]=2)/[C:8]2[O:9][C:10]3[CH:17]=[CH:16][C:15]([F:18])=[CH:14][C:11]=3[C:12]=2[CH3:13])[CH2:5][CH2:4][CH2:3][CH2:2]1. (2) The product is: [CH3:12][C:1]1([S:4]([O:7][CH2:8][CH2:9][CH2:10][CH3:11])(=[O:6])=[O:5])[CH2:3][CH2:2]1. Given the reactants [CH:1]1([S:4]([O:7][CH2:8][CH2:9][CH2:10][CH3:11])(=[O:6])=[O:5])[CH2:3][CH2:2]1.[CH2:12]1COCC1.CI, predict the reaction product.